This data is from Catalyst prediction with 721,799 reactions and 888 catalyst types from USPTO. The task is: Predict which catalyst facilitates the given reaction. (1) Reactant: [CH3:1][C:2]([C@H:4]1[C@@H:8]2[C@@H:9]3[C@@:22]([CH3:25])([CH2:23][CH2:24][C@@:7]2([CH2:31][OH:32])[CH2:6][CH2:5]1)[C@@:21]1([CH3:26])[C@@H:12]([C@:13]2([CH3:30])[C@@H:18]([CH2:19][CH2:20]1)[C:17]([CH3:28])([CH3:27])[C@@H:16]([OH:29])[CH2:15][CH2:14]2)[CH2:11][CH2:10]3)=[CH2:3].C(O)C. Product: [CH3:25][C@:22]12[C@:21]3([CH3:26])[CH2:20][CH2:19][C@H:18]4[C:17]([CH3:27])([CH3:28])[C@@H:16]([OH:29])[CH2:15][CH2:14][C@:13]4([CH3:30])[C@H:12]3[CH2:11][CH2:10][C@@H:9]1[C@@H:8]1[C@@:7]3([CH2:31][O:32][C@H:4]1[C:2]([CH3:1])([CH3:3])[CH2:5][CH2:6]3)[CH2:24][CH2:23]2. The catalyst class is: 106. (2) Reactant: [NH2:1][C:2]1[C:6]2[CH:7]=[C:8]([C:11](O)([CH2:14][CH3:15])[CH2:12][CH3:13])[CH:9]=[CH:10][C:5]=2[O:4][N:3]=1.[NH:17]1[C:25]2[C:20](=[CH:21][CH:22]=[CH:23][C:24]=2[NH:26][S:27]([CH3:30])(=[O:29])=[O:28])[CH:19]=[CH:18]1.C(O)(C(F)(F)F)=O.C([O-])(O)=O.[Na+]. Product: [NH2:1][C:2]1[C:6]2[CH:7]=[C:8]([C:11]([C:19]3[C:20]4[C:25](=[C:24]([NH:26][S:27]([CH3:30])(=[O:28])=[O:29])[CH:23]=[CH:22][CH:21]=4)[NH:17][CH:18]=3)([CH2:14][CH3:15])[CH2:12][CH3:13])[CH:9]=[CH:10][C:5]=2[O:4][N:3]=1. The catalyst class is: 2. (3) Reactant: [Si]([C:8]1[O:9][C:10]2[C:30]([O:31][CH:32]([CH3:34])[CH3:33])=[C:29]([O:35][CH3:36])[CH:28]=[CH:27][C:11]=2[C:12]=1[C:13](=[O:26])[C:14]1[CH:19]=[C:18]([O:20][CH3:21])[C:17]([O:22][CH3:23])=[C:16]([O:24][CH3:25])[CH:15]=1)(C(C)(C)C)(C)C.[F-].C([N+](CCCC)(CCCC)CCCC)CCC. Product: [CH3:21][O:20][C:18]1[CH:19]=[C:14]([CH:15]=[C:16]([O:24][CH3:25])[C:17]=1[O:22][CH3:23])[C:13]([C:12]1[C:11]2[CH:27]=[CH:28][C:29]([O:35][CH3:36])=[C:30]([O:31][CH:32]([CH3:34])[CH3:33])[C:10]=2[O:9][CH:8]=1)=[O:26]. The catalyst class is: 54. (4) Reactant: [NH2:1][C@@H:2]([C@@H:11]([OH:28])[C@@H:12]([NH:20][C:21]([O:23][C:24]([CH3:27])([CH3:26])[CH3:25])=[O:22])[CH2:13][C:14]1[CH:19]=[CH:18][CH:17]=[CH:16][CH:15]=1)[C:3]([NH:5][CH:6]([CH3:10])[CH2:7][CH2:8][CH3:9])=[O:4].[C:29]1([CH3:39])[CH:34]=CC(S(O)(=O)=O)=C[CH:30]=1.[O-]S([O-])(=O)=O.[Na+].[Na+]. Product: [CH2:13]([C@H:12]([NH:20][C:21](=[O:22])[O:23][C:24]([CH3:26])([CH3:25])[CH3:27])[C@H:11]([OH:28])[C@H:2]1[C:3](=[O:4])[N:5]([CH:6]([CH3:10])[CH2:7][CH2:8][CH3:9])[CH:30]([CH:29]([CH3:39])[CH3:34])[NH:1]1)[C:14]1[CH:19]=[CH:18][CH:17]=[CH:16][CH:15]=1. The catalyst class is: 5. (5) Reactant: [NH2:1][C:2]1[N:3]=[C:4]([C:11]2[CH:16]=[CH:15][C:14]([O:17][CH3:18])=[CH:13][CH:12]=2)[S:5][C:6]=1[C:7]([O:9]C)=[O:8].[OH-].[Li+].Cl.[Cl-].[Na+]. Product: [NH2:1][C:2]1[N:3]=[C:4]([C:11]2[CH:16]=[CH:15][C:14]([O:17][CH3:18])=[CH:13][CH:12]=2)[S:5][C:6]=1[C:7]([OH:9])=[O:8]. The catalyst class is: 38. (6) Reactant: [NH2:1][C:2]1[CH:9]=[CH:8][C:5]([C:6]#[N:7])=[CH:4][N:3]=1.[Br:10]Br. Product: [NH2:1][C:2]1[C:9]([Br:10])=[CH:8][C:5]([C:6]#[N:7])=[CH:4][N:3]=1. The catalyst class is: 15. (7) Reactant: [C:1](Cl)(Cl)=[O:2].C1(C)C=CC=CC=1.[CH3:12][O:13][C:14](=[O:20])[C:15]([CH3:19])([CH3:18])[CH2:16][OH:17].C(N(C(C)C)CC)(C)C.[F:30][C:31]([F:65])([F:64])[C:32]1[CH:33]=[C:34]([CH:57]=[C:58]([C:60]([F:63])([F:62])[F:61])[CH:59]=1)[CH2:35][N:36]([C:51]1[N:52]=[N:53][N:54]([CH3:56])[N:55]=1)[C@@H:37]1[C:43]2=[CH:44][C:45]3[CH2:46][CH2:47][CH2:48][C:49]=3[CH:50]=[C:42]2[NH:41][CH2:40][CH2:39][CH2:38]1.N1C=CC=CC=1. Product: [CH3:12][O:13][C:14]([C:15]([CH3:19])([CH3:18])[CH2:16][O:17][C:1]([N:41]1[C:42]2[C:43](=[CH:44][C:45]3[CH2:46][CH2:47][CH2:48][C:49]=3[CH:50]=2)[C@@H:37]([N:36]([CH2:35][C:34]2[CH:33]=[C:32]([C:31]([F:64])([F:65])[F:30])[CH:59]=[C:58]([C:60]([F:61])([F:62])[F:63])[CH:57]=2)[C:51]2[N:52]=[N:53][N:54]([CH3:56])[N:55]=2)[CH2:38][CH2:39][CH2:40]1)=[O:2])=[O:20]. The catalyst class is: 4. (8) Reactant: [C:1]([C:5]1[CH:9]=[C:8]([CH2:10][NH:11][C:12]([NH:14][C:15]2[CH:16]=[N:17][C:18]([CH2:21][CH2:22][O:23][Si](C(C)(C)C)(C)C)=[CH:19][CH:20]=2)=[O:13])[N:7]([C:31]2[CH:36]=[CH:35][CH:34]=[C:33]([O:37][CH3:38])[CH:32]=2)[N:6]=1)([CH3:4])([CH3:3])[CH3:2].Cl.C([O-])(O)=O.[Na+]. Product: [C:1]([C:5]1[CH:9]=[C:8]([CH2:10][NH:11][C:12]([NH:14][C:15]2[CH:16]=[N:17][C:18]([CH2:21][CH2:22][OH:23])=[CH:19][CH:20]=2)=[O:13])[N:7]([C:31]2[CH:36]=[CH:35][CH:34]=[C:33]([O:37][CH3:38])[CH:32]=2)[N:6]=1)([CH3:4])([CH3:2])[CH3:3]. The catalyst class is: 7.